From a dataset of Catalyst prediction with 721,799 reactions and 888 catalyst types from USPTO. Predict which catalyst facilitates the given reaction. (1) Reactant: [Cl:1][C:2]1[CH:3]=[C:4]([CH:18]=[CH:19][CH:20]=1)[CH2:5][CH:6]1[C:13]2[CH:12]=[C:11]([C:14]([O:16]C)=[O:15])[NH:10][C:9]=2[CH2:8][CH2:7]1.[OH-].[Li+].CO. Product: [Cl:1][C:2]1[CH:3]=[C:4]([CH:18]=[CH:19][CH:20]=1)[CH2:5][CH:6]1[C:13]2[CH:12]=[C:11]([C:14]([OH:16])=[O:15])[NH:10][C:9]=2[CH2:8][CH2:7]1. The catalyst class is: 1. (2) Reactant: C([O:5][C:6](=[O:15])[CH2:7][N:8]1[CH:12]=[C:11]([CH3:13])[N:10]=[C:9]1[CH3:14])(C)(C)C.FC(F)(F)C(O)=O. Product: [CH3:14][C:9]1[N:8]([CH2:7][C:6]([OH:15])=[O:5])[CH:12]=[C:11]([CH3:13])[N:10]=1. The catalyst class is: 2. (3) Reactant: [OH:1][CH2:2][C@@:3]([C:6]1[CH:24]=[CH:23][C:9]([C:10]([NH:12][C:13]2[N:18]=[CH:17][C:16]3[CH:19]=[CH:20][N:21]([CH3:22])[C:15]=3[CH:14]=2)=[O:11])=[CH:8][CH:7]=1)([OH:5])[CH3:4].C1C(=O)N([Cl:32])C(=O)C1. Product: [Cl:32][C:19]1[C:16]2[CH:17]=[N:18][C:13]([NH:12][C:10](=[O:11])[C:9]3[CH:23]=[CH:24][C:6]([C@:3]([OH:5])([CH3:4])[CH2:2][OH:1])=[CH:7][CH:8]=3)=[CH:14][C:15]=2[N:21]([CH3:22])[CH:20]=1. The catalyst class is: 3.